Dataset: Forward reaction prediction with 1.9M reactions from USPTO patents (1976-2016). Task: Predict the product of the given reaction. (1) Given the reactants C(NC(C)C)(C)C.C([Li])CCC.[Cl:13][C:14]1[CH:19]=[C:18]([CH3:20])[CH:17]=[CH:16][N:15]=1.[C:21](=O)([O:25]CC)[O:22][CH2:23][CH3:24], predict the reaction product. The product is: [CH2:23]([O:22][C:21](=[O:25])[CH2:20][C:18]1[CH:17]=[CH:16][N:15]=[C:14]([Cl:13])[CH:19]=1)[CH3:24]. (2) Given the reactants [C:1]([O:5][C:6]([N:8]1[CH2:17][CH2:16][C:15]2[C:14](=[O:18])[NH:13][CH:12]=[N:11][C:10]=2[CH2:9]1)=[O:7])([CH3:4])([CH3:3])[CH3:2].C1CN([P+](ON2N=NC3C=CC=CC2=3)(N2CCCC2)N2CCCC2)CC1.F[P-](F)(F)(F)(F)F.C1CCN2C(=NCCC2)CC1.[CH3:63][C:64]1[NH:65][C:66]2[C:71]([CH:72]=1)=[CH:70][C:69](O)=[CH:68][CH:67]=2, predict the reaction product. The product is: [C:1]([O:5][C:6]([N:8]1[CH2:17][CH2:16][C:15]2[C:14]([O:18][C:69]3[CH:70]=[C:71]4[C:66](=[CH:67][CH:68]=3)[NH:65][C:64]([CH3:63])=[CH:72]4)=[N:13][CH:12]=[N:11][C:10]=2[CH2:9]1)=[O:7])([CH3:4])([CH3:2])[CH3:3]. (3) Given the reactants [CH2:1]([O:3][NH:4][C:5](=[O:11])[O:6][C:7]([CH3:10])([CH3:9])[CH3:8])[CH3:2].[H-].[Na+].[CH3:14]I.O, predict the reaction product. The product is: [CH2:1]([O:3][N:4]([CH3:14])[C:5](=[O:11])[O:6][C:7]([CH3:10])([CH3:9])[CH3:8])[CH3:2].